This data is from Peptide-MHC class II binding affinity with 134,281 pairs from IEDB. The task is: Regression. Given a peptide amino acid sequence and an MHC pseudo amino acid sequence, predict their binding affinity value. This is MHC class II binding data. (1) The peptide sequence is VLAALFAGAWCVPKV. The MHC is DRB1_1201 with pseudo-sequence DRB1_1201. The binding affinity (normalized) is 0.476. (2) The peptide sequence is NDKFTVFEGAFNKAI. The MHC is DRB1_0901 with pseudo-sequence DRB1_0901. The binding affinity (normalized) is 0.706. (3) The peptide sequence is GPDNPGEPLVLKEGI. The MHC is DRB1_0802 with pseudo-sequence DRB1_0802. The binding affinity (normalized) is 0.0658. (4) The peptide sequence is PVGEIYKRWIILGLNKIV. The MHC is DRB1_1302 with pseudo-sequence DRB1_1302. The binding affinity (normalized) is 0.834. (5) The peptide sequence is GVTVDSIGMLPR. The MHC is DRB1_0401 with pseudo-sequence DRB1_0401. The binding affinity (normalized) is 0.0503. (6) The peptide sequence is FAEIMKICSTIEELR. The MHC is DRB1_1501 with pseudo-sequence DRB1_1501. The binding affinity (normalized) is 0.270. (7) The peptide sequence is TLEVHAVKPAAEEVK. The MHC is HLA-DPA10301-DPB10402 with pseudo-sequence HLA-DPA10301-DPB10402. The binding affinity (normalized) is 0.182.